Task: Predict the product of the given reaction.. Dataset: Forward reaction prediction with 1.9M reactions from USPTO patents (1976-2016) (1) Given the reactants C([O:8][NH:9][C:10]([CH2:12][CH2:13][C:14]1[CH:44]=[CH:43][C:17]([O:18][C:19]2[CH:24]=[CH:23][C:22]([CH2:25][CH:26]([NH:32][S:33]([C:36]3[CH:41]=[CH:40][C:39]([CH3:42])=[CH:38][CH:37]=3)(=[O:35])=[O:34])[C:27]([N:29]([CH3:31])[CH3:30])=[O:28])=[CH:21][CH:20]=2)=[CH:16][CH:15]=1)=[O:11])C1C=CC=CC=1.[H][H], predict the reaction product. The product is: [OH:8][NH:9][C:10]([CH2:12][CH2:13][C:14]1[CH:15]=[CH:16][C:17]([O:18][C:19]2[CH:20]=[CH:21][C:22]([CH2:25][CH:26]([NH:32][S:33]([C:36]3[CH:37]=[CH:38][C:39]([CH3:42])=[CH:40][CH:41]=3)(=[O:35])=[O:34])[C:27]([N:29]([CH3:31])[CH3:30])=[O:28])=[CH:23][CH:24]=2)=[CH:43][CH:44]=1)=[O:11]. (2) Given the reactants Cl.[CH3:2][C:3]1[CH:8]=[CH:7][C:6]([S:9]([N:12]2[CH2:17][CH2:16][NH:15][CH2:14][C:13]2=[O:18])(=[O:11])=[O:10])=[C:5]([N+:19]([O-:21])=[O:20])[CH:4]=1.[N:22]1([CH2:31][C:32](O)=[O:33])[CH:30]=[C:28]([CH3:29])[C:26](=[O:27])[NH:25][C:23]1=[O:24], predict the reaction product. The product is: [CH3:2][C:3]1[CH:8]=[CH:7][C:6]([S:9]([N:12]2[CH2:17][CH2:16][N:15]([C:32](=[O:33])[CH2:31][N:22]3[CH:30]=[C:28]([CH3:29])[C:26](=[O:27])[NH:25][C:23]3=[O:24])[CH2:14][C:13]2=[O:18])(=[O:10])=[O:11])=[C:5]([N+:19]([O-:21])=[O:20])[CH:4]=1.